This data is from Reaction yield outcomes from USPTO patents with 853,638 reactions. The task is: Predict the reaction yield, written as a fraction of the theoretical maximum amount of product (1.0 means a 100% yield; for example, 0.34 means a 34% yield). (1) The catalyst is C(#N)C. The reactants are [Br:1][C:2]1[N:7]=[CH:6][C:5]([CH:8]([C:10]2[C:18]3[C:13](=[N:14][CH:15]=[CH:16][CH:17]=3)[NH:12][CH:11]=2)O)=[CH:4][CH:3]=1.BrC1N=CC(C(OC)C2C3C(=NC=CC=3)NC=2)=CC=1.C([SiH](CC)CC)C.FC(F)(F)C(O)=O. The yield is 0.600. The product is [Br:1][C:2]1[N:7]=[CH:6][C:5]([CH2:8][C:10]2[C:18]3[C:13](=[N:14][CH:15]=[CH:16][CH:17]=3)[NH:12][CH:11]=2)=[CH:4][CH:3]=1. (2) The reactants are C([N:8]1[CH2:13][CH2:12][N:11](CC2C=CC=CC=2)[CH2:10][C@@H:9]1[CH2:21][CH2:22][O:23][CH3:24])C1C=CC=CC=1. The catalyst is C(O)C. The product is [CH3:24][O:23][CH2:22][CH2:21][C@H:9]1[CH2:10][NH:11][CH2:12][CH2:13][NH:8]1. The yield is 0.911. (3) The reactants are [Cl:1][C:2]1[N:11]=[CH:10][C:5]2[O:6][CH2:7][CH2:8][NH:9][C:4]=2[CH:3]=1.Br[C:13]1[CH:14]=[C:15]([CH3:21])[C:16]([O:19][CH3:20])=[N:17][CH:18]=1.C([O-])([O-])=O.[Cs+].[Cs+]. The catalyst is O1CCOCC1.C1C=CC(/C=C/C(/C=C/C2C=CC=CC=2)=O)=CC=1.C1C=CC(/C=C/C(/C=C/C2C=CC=CC=2)=O)=CC=1.C1C=CC(/C=C/C(/C=C/C2C=CC=CC=2)=O)=CC=1.[Pd].[Pd].CC(C1C=C(C(C)C)C(C2C=CC=CC=2P(C2CCCCC2)C2CCCCC2)=C(C(C)C)C=1)C. The product is [Cl:1][C:2]1[N:11]=[CH:10][C:5]2[O:6][CH2:7][CH2:8][N:9]([C:13]3[CH:18]=[N:17][C:16]([O:19][CH3:20])=[C:15]([CH3:21])[CH:14]=3)[C:4]=2[CH:3]=1. The yield is 0.870. (4) The reactants are C([O:8][C:9]1[CH:18]=[C:17]2[C:12]([C:13](=[O:27])[N:14]([CH2:19][O:20][C:21](=[O:26])[C:22]([CH3:25])([CH3:24])[CH3:23])[CH:15]=[N:16]2)=[CH:11][C:10]=1[O:28][CH3:29])C1C=CC=CC=1. The catalyst is [Pd].C(OCC)(=O)C.CN(C=O)C.CO.C(O)(=O)C. The yield is 0.800. The product is [OH:8][C:9]1[CH:18]=[C:17]2[C:12]([C:13](=[O:27])[N:14]([CH2:19][O:20][C:21](=[O:26])[C:22]([CH3:23])([CH3:24])[CH3:25])[CH:15]=[N:16]2)=[CH:11][C:10]=1[O:28][CH3:29].